Dataset: TCR-epitope binding with 47,182 pairs between 192 epitopes and 23,139 TCRs. Task: Binary Classification. Given a T-cell receptor sequence (or CDR3 region) and an epitope sequence, predict whether binding occurs between them. (1) The epitope is SQASSRSSSR. The TCR CDR3 sequence is CASSFFPDEQFF. Result: 1 (the TCR binds to the epitope). (2) The epitope is NYSGVVTTVMF. The TCR CDR3 sequence is CASSKNRTRYMQGGYNEQFF. Result: 0 (the TCR does not bind to the epitope). (3) The epitope is VTIAEILLI. The TCR CDR3 sequence is CASSTDGGYEQYF. Result: 0 (the TCR does not bind to the epitope).